From a dataset of Catalyst prediction with 721,799 reactions and 888 catalyst types from USPTO. Predict which catalyst facilitates the given reaction. (1) Reactant: [F:1][C:2]1[CH:7]=[C:6]([C:8]([O:10]C)=[O:9])[CH:5]=[CH:4][C:3]=1[C:12]1[CH:17]=[CH:16][C:15]([O:18][CH2:19][CH:20]2[CH2:25][CH2:24][N:23]([CH2:26][C:27]([F:30])([CH3:29])[CH3:28])[CH2:22][CH2:21]2)=[C:14]([F:31])[CH:13]=1.O.O[Li].O.Cl. Product: [F:1][C:2]1[CH:7]=[C:6]([C:8]([OH:10])=[O:9])[CH:5]=[CH:4][C:3]=1[C:12]1[CH:17]=[CH:16][C:15]([O:18][CH2:19][CH:20]2[CH2:21][CH2:22][N:23]([CH2:26][C:27]([F:30])([CH3:28])[CH3:29])[CH2:24][CH2:25]2)=[C:14]([F:31])[CH:13]=1. The catalyst class is: 36. (2) Reactant: [H-].[Na+].[O:3]([C:10]1[CH:15]=[CH:14][C:13]([C:16]2[C:24]3[C:23]([NH2:25])=[N:22][CH:21]=[N:20][C:19]=3[NH:18][CH:17]=2)=[CH:12][CH:11]=1)[C:4]1[CH:9]=[CH:8][CH:7]=[CH:6][CH:5]=1.Br[CH2:27][CH2:28][CH2:29][CH2:30][CH2:31][CH2:32][CH2:33][CH2:34][N:35]1[C:39](=[O:40])[C:38]2=[CH:41][CH:42]=[CH:43][CH:44]=[C:37]2[C:36]1=[O:45]. Product: [O:3]([C:10]1[CH:11]=[CH:12][C:13]([C:16]2[C:24]3[C:23]([NH2:25])=[N:22][CH:21]=[N:20][C:19]=3[N:18]([CH2:27][CH2:28][CH2:29][CH2:30][CH2:31][CH2:32][CH2:33][CH2:34][N:35]3[C:39](=[O:40])[C:38]4=[CH:41][CH:42]=[CH:43][CH:44]=[C:37]4[C:36]3=[O:45])[CH:17]=2)=[CH:14][CH:15]=1)[C:4]1[CH:9]=[CH:8][CH:7]=[CH:6][CH:5]=1. The catalyst class is: 9. (3) Reactant: [CH3:1][O:2][C:3]1[CH:34]=[CH:33][C:6]([CH2:7][N:8]([CH2:24][C:25]2[CH:30]=[CH:29][C:28]([O:31][CH3:32])=[CH:27][CH:26]=2)[C:9]2[N:14]=[C:13]([CH3:15])[N:12]=[C:11]([C:16]3[CH:17]=[C:18]([OH:23])[CH:19]=[N:20][C:21]=3[F:22])[N:10]=2)=[CH:5][CH:4]=1.Cl[C:36]([F:41])([F:40])C([O-])=O.[Na+].C(=O)([O-])[O-].[Cs+].[Cs+]. Product: [F:40][CH:36]([F:41])[O:23][C:18]1[CH:17]=[C:16]([C:11]2[N:12]=[C:13]([CH3:15])[N:14]=[C:9]([N:8]([CH2:7][C:6]3[CH:5]=[CH:4][C:3]([O:2][CH3:1])=[CH:34][CH:33]=3)[CH2:24][C:25]3[CH:26]=[CH:27][C:28]([O:31][CH3:32])=[CH:29][CH:30]=3)[N:10]=2)[C:21]([F:22])=[N:20][CH:19]=1. The catalyst class is: 3. (4) Reactant: Br[C:2]1[CH:3]=[C:4]([Cl:11])[C:5]([F:10])=[C:6]([CH:9]=1)[C:7]#[N:8].[NH:12]1[CH2:17][CH2:16][O:15][CH2:14][CH2:13]1.C(=O)([O-])[O-].[Cs+].[Cs+].C1(P(C2C=CC=CC=2)C2C3OC4C(=CC=CC=4P(C4C=CC=CC=4)C4C=CC=CC=4)C(C)(C)C=3C=CC=2)C=CC=CC=1. Product: [Cl:11][C:4]1[C:5]([F:10])=[C:6]([CH:9]=[C:2]([N:12]2[CH2:17][CH2:16][O:15][CH2:14][CH2:13]2)[CH:3]=1)[C:7]#[N:8]. The catalyst class is: 164. (5) Reactant: C[O:2][C:3]1[CH:4]=[C:5]2[C:10](=[CH:11][CH:12]=1)[CH2:9][CH:8]([N:13]1[C:21](=[O:22])[C:20]3[C:15](=[CH:16][CH:17]=[CH:18][CH:19]=3)[C:14]1=[O:23])[CH2:7][CH2:6]2.B(Br)(Br)Br.C(Cl)Cl. Product: [OH:2][C:3]1[CH:4]=[C:5]2[C:10](=[CH:11][CH:12]=1)[CH2:9][CH:8]([N:13]1[C:21](=[O:22])[C:20]3[C:15](=[CH:16][CH:17]=[CH:18][CH:19]=3)[C:14]1=[O:23])[CH2:7][CH2:6]2. The catalyst class is: 2. (6) Reactant: ClC1C=CC=C(C(OO)=[O:9])C=1.[CH3:12][C:13]1[CH:14]=[C:15]([NH:25][S:26]([C:29]2[CH:34]=[CH:33][CH:32]=[CH:31][CH:30]=2)(=[O:28])=[O:27])[CH:16]=[C:17]([CH3:24])[C:18]=1[S:19][CH2:20][N+:21]([O-:23])=[O:22].C(=O)(O)[O-].[Na+]. Product: [CH3:12][C:13]1[CH:14]=[C:15]([NH:25][S:26]([C:29]2[CH:34]=[CH:33][CH:32]=[CH:31][CH:30]=2)(=[O:27])=[O:28])[CH:16]=[C:17]([CH3:24])[C:18]=1[S:19]([CH2:20][N+:21]([O-:23])=[O:22])=[O:9]. The catalyst class is: 22. (7) Reactant: [C:1](Cl)(=[O:3])[CH3:2].[NH2:5][C:6]1[N:10]([C:11]2[C:16]([Cl:17])=[CH:15][C:14]([C:18]([F:21])([F:20])[F:19])=[CH:13][C:12]=2[Cl:22])[N:9]=[C:8]([CH:23]=[N:24][OH:25])[C:7]=1[S:26]([CH3:28])=[O:27].C(N(CC)CC)C. Product: [C:1]([O:25][N:24]=[CH:23][C:8]1[C:7]([S:26]([CH3:28])=[O:27])=[C:6]([NH2:5])[N:10]([C:11]2[C:16]([Cl:17])=[CH:15][C:14]([C:18]([F:21])([F:20])[F:19])=[CH:13][C:12]=2[Cl:22])[N:9]=1)(=[O:3])[CH3:2]. The catalyst class is: 7.